Dataset: Catalyst prediction with 721,799 reactions and 888 catalyst types from USPTO. Task: Predict which catalyst facilitates the given reaction. (1) Reactant: Br[C:2]1[N:9]=[CH:8][CH:7]=[C:6]([Cl:10])[C:3]=1[CH:4]=[O:5].[C:11]1(=[O:24])[C:16]2[S:17][C:18]3[CH2:23][CH2:22][CH2:21][CH2:20][C:19]=3[C:15]=2[CH2:14][CH2:13][NH:12]1.C([O-])([O-])=O.[K+].[K+].COC1C2C(=C3C(=CC=2)C(OC)=CC=N3)N=CC=1. Product: [Cl:10][C:6]1[CH:7]=[CH:8][N:9]=[C:2]([N:12]2[C:11](=[O:24])[C:16]3[S:17][C:18]4[CH2:23][CH2:22][CH2:21][CH2:20][C:19]=4[C:15]=3[CH2:14][CH2:13]2)[C:3]=1[CH:4]=[O:5]. The catalyst class is: 321. (2) Reactant: I[C:2]1[C:10]2[C:9]([CH3:11])=[N:8][CH:7]=[N:6][C:5]=2[N:4]([S:12]([C:15]2[CH:20]=[CH:19][C:18]([CH3:21])=[CH:17][CH:16]=2)(=[O:14])=[O:13])[CH:3]=1.C([Mg]Cl)(C)C.[CH2:27]([N:29]([CH3:43])[S:30]([NH:33][C:34]1[CH:39]=[CH:38][CH:37]=[C:36]([CH:40]=[O:41])[C:35]=1[F:42])(=[O:32])=[O:31])[CH3:28].O. Product: [CH2:27]([N:29]([CH3:43])[S:30]([NH:33][C:34]1[C:35]([F:42])=[C:36]([CH:40]([OH:41])[C:2]2[C:10]3[C:9]([CH3:11])=[N:8][CH:7]=[N:6][C:5]=3[N:4]([S:12]([C:15]3[CH:20]=[CH:19][C:18]([CH3:21])=[CH:17][CH:16]=3)(=[O:14])=[O:13])[CH:3]=2)[CH:37]=[CH:38][CH:39]=1)(=[O:32])=[O:31])[CH3:28]. The catalyst class is: 1.